Task: Binary classification across 12 toxicity assays.. Dataset: Tox21: 12 toxicity assays (nuclear receptors and stress response pathways) The drug is CCCCCCCCCCCCn1cc[n+](C)c1.O=S(=O)([N-]S(=O)(=O)C(F)(F)F)C(F)(F)F. It tested positive (active) for: NR-Aromatase (Aromatase enzyme inhibition).